This data is from Full USPTO retrosynthesis dataset with 1.9M reactions from patents (1976-2016). The task is: Predict the reactants needed to synthesize the given product. (1) Given the product [CH:1]1([NH:7][C:11]([C:13]2[C:14](=[O:26])[N:15]([CH3:25])[C:16]3[C:21]([C:22]=2[OH:23])=[CH:20][C:19]([F:24])=[CH:18][CH:17]=3)=[O:10])[CH2:6][CH2:5][CH2:4][CH2:3][CH2:2]1, predict the reactants needed to synthesize it. The reactants are: [CH:1]1([NH2:7])[CH2:6][CH2:5][CH2:4][CH2:3][CH2:2]1.C([O:10][C:11]([C:13]1[C:14](=[O:26])[N:15]([CH3:25])[C:16]2[C:21]([C:22]=1[OH:23])=[CH:20][C:19]([F:24])=[CH:18][CH:17]=2)=O)C. (2) Given the product [CH:1]1([CH2:7][C:8]2[N:12]=[C:11]([CH2:13][CH2:14][CH2:15][CH3:16])[N:10]([CH2:17][C:18]3[CH:23]=[CH:22][C:21]([C:24]4[CH:29]=[CH:28][CH:27]=[CH:26][C:25]=4[C:39]4[NH:38][N:37]=[N:36][N:35]=4)=[CH:20][CH:19]=3)[N:9]=2)[CH2:2][CH2:3][CH2:4][CH2:5][CH2:6]1, predict the reactants needed to synthesize it. The reactants are: [CH:1]1([CH2:7][C:8]2[N:12]=[C:11]([CH2:13][CH2:14][CH2:15][CH3:16])[N:10]([CH2:17][C:18]3[CH:23]=[CH:22][C:21]([C:24]4[CH:29]=[CH:28][CH:27]=[CH:26][C:25]=4N4C=NN=N4)=[CH:20][CH:19]=3)[N:9]=2)[CH2:6][CH2:5][CH2:4][CH2:3][CH2:2]1.[NH:35]1[CH:39]=[N:38][N:37]=[N:36]1. (3) Given the product [C:32]([NH:36][C:20]([C@@H:18]1[CH2:19][C@H:16]([N:8]([CH2:1][C:2]2[CH:3]=[CH:4][CH:5]=[CH:6][CH:7]=2)[C:9](=[O:15])[O:10][C:11]([CH3:14])([CH3:12])[CH3:13])[CH2:17]1)([CH2:21][CH2:22][CH:23]=[CH2:24])[C:39]([NH:30][C:26]([CH3:29])([CH3:28])[CH3:27])=[O:40])(=[O:35])[CH3:33], predict the reactants needed to synthesize it. The reactants are: [CH2:1]([N:8]([CH:16]1[CH2:19][CH:18]([C:20](=O)[CH2:21][CH2:22][CH:23]=[CH2:24])[CH2:17]1)[C:9](=[O:15])[O:10][C:11]([CH3:14])([CH3:13])[CH3:12])[C:2]1[CH:7]=[CH:6][CH:5]=[CH:4][CH:3]=1.[C:26]([N+:30]#[C-])([CH3:29])([CH3:28])[CH3:27].[C:32]([O-:35])(=O)[CH3:33].[NH4+:36].FC(F)(F)[CH2:39][OH:40]. (4) Given the product [F:28][C:25]1[CH:26]=[CH:27][C:22]([C:21]([NH:20][C:17]2[CH:18]=[CH:19][C:14]([CH2:13][NH:12][C:10]3[C:9]4[C:4](=[CH:5][CH:6]=[CH:7][CH:8]=4)[N:3]=[C:2]([N:34]4[CH2:35][CH2:36][N:31]([CH3:30])[CH2:32][CH2:33]4)[N:11]=3)=[CH:15][CH:16]=2)=[O:29])=[CH:23][CH:24]=1, predict the reactants needed to synthesize it. The reactants are: Cl[C:2]1[N:11]=[C:10]([NH:12][CH2:13][C:14]2[CH:19]=[CH:18][C:17]([NH:20][C:21](=[O:29])[C:22]3[CH:27]=[CH:26][C:25]([F:28])=[CH:24][CH:23]=3)=[CH:16][CH:15]=2)[C:9]2[C:4](=[CH:5][CH:6]=[CH:7][CH:8]=2)[N:3]=1.[CH3:30][N:31]1[CH2:36][CH2:35][NH:34][CH2:33][CH2:32]1. (5) Given the product [CH3:1][C:2]1[CH:3]=[C:4]([C:18]2[CH:23]=[C:22]([CH3:24])[CH:21]=[C:20]([CH3:25])[CH:19]=2)[C:5]([OH:16])=[C:6]([C:8]2[CH:9]=[C:10]([CH3:15])[CH:11]=[C:12]([CH3:14])[CH:13]=2)[CH:7]=1, predict the reactants needed to synthesize it. The reactants are: [CH3:1][C:2]1[CH:7]=[C:6]([C:8]2[CH:13]=[C:12]([CH3:14])[CH:11]=[C:10]([CH3:15])[CH:9]=2)[C:5]([O:16]C)=[C:4]([C:18]2[CH:23]=[C:22]([CH3:24])[CH:21]=[C:20]([CH3:25])[CH:19]=2)[CH:3]=1.O.C(OCC)C.